From a dataset of Full USPTO retrosynthesis dataset with 1.9M reactions from patents (1976-2016). Predict the reactants needed to synthesize the given product. (1) The reactants are: [Si](O[C@H:9]1[CH2:14][CH2:13][C@@:12]([C@H:16]2[CH2:24][CH2:23][C@@:22]3([CH3:25])[C@@H:18]([CH2:19]/[C:20](=[CH:27]/O)/[C:21]3=O)[C@@H:17]2[CH2:29][NH:30][C:31](=[O:37])[O:32][C:33]([CH3:36])([CH3:35])[CH3:34])([CH3:15])[C@@H:11]([CH2:38][O:39][Si:40]([C:43]([CH3:46])([CH3:45])[CH3:44])([CH3:42])[CH3:41])[CH2:10]1)(C(C)(C)C)(C)C.[OH2:47].[NH2:48][NH2:49]. Given the product [Si:40]([O:47][C@H:9]1[CH2:14][CH2:13][C@@:12]([C@H:16]2[CH2:24][CH2:23][C@@:22]3([CH3:25])[C@@H:18]([CH2:19][C:20]4[CH:27]=[N:49][NH:48][C:21]=43)[C@@H:17]2[CH2:29][NH:30][C:31](=[O:37])[O:32][C:33]([CH3:34])([CH3:35])[CH3:36])([CH3:15])[C@@H:11]([CH2:38][O:39][Si:40]([C:43]([CH3:46])([CH3:45])[CH3:44])([CH3:41])[CH3:42])[CH2:10]1)([C:43]([CH3:46])([CH3:45])[CH3:44])([CH3:42])[CH3:41], predict the reactants needed to synthesize it. (2) Given the product [C:1]1([CH:7]2[N:12]3[C:32](=[O:33])[NH:17][C:13]4=[CH:14][CH:15]=[CH:16][C:10](=[C:11]34)[O:9][CH2:8]2)[CH:2]=[CH:3][CH:4]=[CH:5][CH:6]=1, predict the reactants needed to synthesize it. The reactants are: [C:1]1([CH:7]2[NH:12][C:11]3=[C:13]([NH2:17])[CH:14]=[CH:15][CH:16]=[C:10]3[O:9][CH2:8]2)[CH:6]=[CH:5][CH:4]=[CH:3][CH:2]=1.CCN(C(C)C)C(C)C.C1N=CN([C:32](N2C=NC=C2)=[O:33])C=1.CCOC(C)=O. (3) Given the product [CH3:32][S:29](=[N:28][C:23]1[CH:22]=[C:21]2[C:26]([C:17]([NH:16][C:10]3[CH:11]=[CH:12][C:13]([F:15])=[CH:14][C:9]=3[OH:8])=[N:18][CH:19]=[N:20]2)=[C:25]([CH3:27])[CH:24]=1)([CH3:31])=[O:30], predict the reactants needed to synthesize it. The reactants are: C([O:8][C:9]1[CH:14]=[C:13]([F:15])[CH:12]=[CH:11][C:10]=1[NH:16][C:17]1[C:26]2[C:21](=[CH:22][C:23]([N:28]=[S:29]([CH3:32])([CH3:31])=[O:30])=[CH:24][C:25]=2[CH3:27])[N:20]=[CH:19][N:18]=1)C1C=CC=CC=1.CO.C1COCC1.CN(C=O)C. (4) Given the product [C:1]([O:5][C:6](=[O:20])[CH2:7][O:8][C:9]1[CH:14]=[CH:13][C:12]([S:15][CH2:16][C:17]#[C:18][C:22]2[CH:27]=[CH:26][CH:25]=[CH:24][CH:23]=2)=[CH:11][C:10]=1[CH3:19])([CH3:4])([CH3:3])[CH3:2], predict the reactants needed to synthesize it. The reactants are: [C:1]([O:5][C:6](=[O:20])[CH2:7][O:8][C:9]1[CH:14]=[CH:13][C:12]([S:15][CH2:16][C:17]#[CH:18])=[CH:11][C:10]=1[CH3:19])([CH3:4])([CH3:3])[CH3:2].I[C:22]1[CH:27]=[CH:26][CH:25]=[CH:24][CH:23]=1. (5) Given the product [CH:39]([N:42]1[CH2:26][C@H:11]2[CH2:12][C@@H:13]1[CH2:14][N:10]2[S:7]([C:4]1[CH:3]=[CH:2][C:1]([CH3:38])=[CH:6][CH:5]=1)(=[O:8])=[O:9])([CH3:41])[CH3:40], predict the reactants needed to synthesize it. The reactants are: [C:1]1([CH3:38])[CH:6]=[CH:5][C:4]([S:7]([N:10]2[CH2:14][C@@H:13](OS(C3C=CC(C)=CC=3)(=O)=O)[CH2:12][C@@H:11]2[CH2:26]OS(C2C=CC(C)=CC=2)(=O)=O)(=[O:9])=[O:8])=[CH:3][CH:2]=1.[CH:39]([NH2:42])([CH3:41])[CH3:40].